From a dataset of Reaction yield outcomes from USPTO patents with 853,638 reactions. Predict the reaction yield, written as a fraction of the theoretical maximum amount of product (1.0 means a 100% yield; for example, 0.34 means a 34% yield). (1) The reactants are [C:1](=[O:15])([O-:14])[O:2][C:3]1[CH:8]=[CH:7][C:6]([N+:9]([O-:11])=[O:10])=[CH:5][C:4]=1CCl.[I-:16].[Na+].[CH3:18]C(C)=O. No catalyst specified. The product is [C:1](=[O:15])([O:2][C:3]1[CH:8]=[CH:7][C:6]([N+:9]([O-:11])=[O:10])=[CH:5][CH:4]=1)[O:14][CH2:18][I:16]. The yield is 0.890. (2) The reactants are [CH:1]([OH:4])([CH3:3])[CH3:2].ClC(Cl)(O[C:9](=[O:15])OC(Cl)(Cl)Cl)Cl.CCN(CC)CC.[CH3:24][S:25]([C:28]1[CH:33]=[CH:32][C:31]([N:34]2[CH2:39][CH2:38][N:37]([CH2:40][CH2:41][CH:42]3[CH2:47][CH2:46][NH:45][CH2:44][CH2:43]3)[CH2:36][CH2:35]2)=[CH:30][CH:29]=1)(=[O:27])=[O:26]. The catalyst is C1COCC1. The product is [CH:1]([O:4][C:9]([N:45]1[CH2:46][CH2:47][CH:42]([CH2:41][CH2:40][N:37]2[CH2:36][CH2:35][N:34]([C:31]3[CH:32]=[CH:33][C:28]([S:25]([CH3:24])(=[O:27])=[O:26])=[CH:29][CH:30]=3)[CH2:39][CH2:38]2)[CH2:43][CH2:44]1)=[O:15])([CH3:3])[CH3:2]. The yield is 0.160. (3) The reactants are [CH3:1][C:2]1[N:7]=[C:6]([NH2:8])[CH:5]=[CH:4][N:3]=1.Br[C:10]1[C:11](=[O:18])[N:12]([CH3:17])[CH:13]=[C:14]([Br:16])[CH:15]=1. No catalyst specified. The product is [Br:16][C:14]1[CH:15]=[C:10]([NH:8][C:6]2[CH:5]=[CH:4][N:3]=[C:2]([CH3:1])[N:7]=2)[C:11](=[O:18])[N:12]([CH3:17])[CH:13]=1. The yield is 0.434. (4) The reactants are [CH3:1][C:2]1[CH:7]=[C:6]([CH3:8])[N:5]=[C:4]([N:9]2[CH2:13][CH:12]3[CH2:14][N:15]([C:17]([C:19]4[C:20]([C:25]5[N:29](C6CCCCO6)[N:28]=[CH:27][CH:26]=5)=[N:21][CH:22]=[CH:23][CH:24]=4)=[O:18])[CH2:16][CH:11]3[CH2:10]2)[N:3]=1.Cl.[OH-].[Na+]. The catalyst is C1COCC1.O. The product is [NH:29]1[C:25]([C:20]2[C:19]([C:17]([N:15]3[CH2:16][CH:11]4[CH:12]([CH2:13][N:9]([C:4]5[N:3]=[C:2]([CH3:1])[CH:7]=[C:6]([CH3:8])[N:5]=5)[CH2:10]4)[CH2:14]3)=[O:18])=[CH:24][CH:23]=[CH:22][N:21]=2)=[CH:26][CH:27]=[N:28]1. The yield is 0.730. (5) The reactants are [C:1]1([N:7](COCC[Si](C)(C)C)[C:8]([C:10]2[N:15]=[CH:14][C:13]([CH:16]([CH3:21])[C:17]([O:19]C)=[O:18])=[CH:12][N:11]=2)=[O:9])[CH:6]=[CH:5][CH:4]=[CH:3][CH:2]=1.Cl. The catalyst is C(O)C. The product is [C:1]1([NH:7][C:8]([C:10]2[N:15]=[CH:14][C:13]([CH:16]([CH3:21])[C:17]([OH:19])=[O:18])=[CH:12][N:11]=2)=[O:9])[CH:6]=[CH:5][CH:4]=[CH:3][CH:2]=1. The yield is 0.470. (6) The reactants are [C:1]1([CH2:6][OH:7])([CH2:4][OH:5])[CH2:3][CH2:2]1.C(N(CC)CC)C.[CH3:15][S:16](Cl)(=[O:18])=[O:17].Cl. The catalyst is C(Cl)Cl. The product is [CH3:15][S:16]([O:5][CH2:4][C:1]1([CH2:6][O:7][S:16]([CH3:15])(=[O:18])=[O:17])[CH2:3][CH2:2]1)(=[O:18])=[O:17]. The yield is 0.474. (7) The reactants are [CH:1]([O:4][S:5]([CH2:8][CH3:9])(=[O:7])=[O:6])([CH3:3])[CH3:2].C([Li])CCC.[P:15](Cl)([O:20][CH2:21][CH3:22])([O:17][CH2:18][CH3:19])=[O:16].Cl. The catalyst is O1CCCC1. The product is [CH:1]([O:4][S:5]([CH:8]([P:15]([O:20][CH2:21][CH3:22])([O:17][CH2:18][CH3:19])=[O:16])[CH3:9])(=[O:7])=[O:6])([CH3:3])[CH3:2]. The yield is 0.580. (8) The reactants are Br[C:2]1[S:3][C:4]2[CH:10]=[CH:9][C:8]([C:11]([F:14])([F:13])[F:12])=[CH:7][C:5]=2[N:6]=1.CC(C)([O-])C.[Na+].Cl.[N+:22]([C:25]1[CH:30]=[CH:29][C:28]([NH:31][CH:32]2[CH2:37][CH2:36][CH:35]([O:38][CH2:39][C:40]([N:42]3[CH2:47][CH2:46][NH:45][CH2:44][CH2:43]3)=[O:41])[CH2:34][CH2:33]2)=[CH:27][C:26]=1[C:48]([F:51])([F:50])[F:49])([O-:24])=[O:23]. The catalyst is C1(C)C=CC=CC=1.C1C=CC(/C=C/C(/C=C/C2C=CC=CC=2)=O)=CC=1.C1C=CC(/C=C/C(/C=C/C2C=CC=CC=2)=O)=CC=1.C1C=CC(/C=C/C(/C=C/C2C=CC=CC=2)=O)=CC=1.[Pd].[Pd].C(Cl)(Cl)Cl.C1C=CC(P(C2C(C3C(P(C4C=CC=CC=4)C4C=CC=CC=4)=CC=C4C=3C=CC=C4)=C3C(C=CC=C3)=CC=2)C2C=CC=CC=2)=CC=1. The product is [N+:22]([C:25]1[CH:30]=[CH:29][C:28]([NH:31][CH:32]2[CH2:33][CH2:34][CH:35]([O:38][CH2:39][C:40]([N:42]3[CH2:47][CH2:46][N:45]([C:2]4[S:3][C:4]5[CH:10]=[CH:9][C:8]([C:11]([F:14])([F:13])[F:12])=[CH:7][C:5]=5[N:6]=4)[CH2:44][CH2:43]3)=[O:41])[CH2:36][CH2:37]2)=[CH:27][C:26]=1[C:48]([F:51])([F:50])[F:49])([O-:24])=[O:23]. The yield is 0.738. (9) The reactants are [C:1]([SiH2:5][O:6][C:7]([CH3:17])([CH3:16])[C:8]1[CH:9]=[CH:10][C:11]([F:15])=[C:12]([OH:14])[CH:13]=1)([CH3:4])([CH3:3])[CH3:2].N1C=CN=C1.[C:23]([Si:27](Cl)([CH3:29])[CH3:28])([CH3:26])([CH3:25])[CH3:24]. The catalyst is CN(C=O)C. The product is [C:23]([Si:27]([CH3:29])([CH3:28])[O:14][C:12]1[CH:13]=[C:8]([C:7]([CH3:17])([CH3:16])[O:6][SiH2:5][C:1]([CH3:4])([CH3:2])[CH3:3])[CH:9]=[CH:10][C:11]=1[F:15])([CH3:26])([CH3:25])[CH3:24]. The yield is 0.680. (10) The reactants are [CH3:1][O:2][C:3]1[CH:14]=[CH:13][C:6]([CH2:7][O:8][CH2:9][C:10]([OH:12])=O)=[CH:5][CH:4]=1.Cl.[CH3:16][NH:17][O:18][CH3:19].F[P-](F)(F)(F)(F)F.N1(O[P+](N(C)C)(N(C)C)N(C)C)C2C=CC=CC=2N=N1. The catalyst is C(Cl)Cl. The product is [CH3:19][O:18][N:17]([CH3:16])[C:10](=[O:12])[CH2:9][O:8][CH2:7][C:6]1[CH:5]=[CH:4][C:3]([O:2][CH3:1])=[CH:14][CH:13]=1. The yield is 0.690.